From a dataset of Catalyst prediction with 721,799 reactions and 888 catalyst types from USPTO. Predict which catalyst facilitates the given reaction. Reactant: C[O:2][C:3]([C:5]1[CH:6]=[C:7]2[C:12](=[CH:13][CH:14]=1)[NH:11][CH:10]([C:15]1[CH:20]=[C:19]([N:21]3[CH2:26][CH2:25][O:24][CH2:23][CH2:22]3)[CH:18]=[C:17]([F:27])[CH:16]=1)[CH2:9][C:8]2([CH3:29])[CH3:28])=[O:4].[OH-].[Na+].Cl. Product: [F:27][C:17]1[CH:16]=[C:15]([CH:10]2[CH2:9][C:8]([CH3:28])([CH3:29])[C:7]3[C:12](=[CH:13][CH:14]=[C:5]([C:3]([OH:4])=[O:2])[CH:6]=3)[NH:11]2)[CH:20]=[C:19]([N:21]2[CH2:26][CH2:25][O:24][CH2:23][CH2:22]2)[CH:18]=1. The catalyst class is: 364.